This data is from Reaction yield outcomes from USPTO patents with 853,638 reactions. The task is: Predict the reaction yield, written as a fraction of the theoretical maximum amount of product (1.0 means a 100% yield; for example, 0.34 means a 34% yield). The reactants are [CH3:1][N:2]1[C:8](=[O:9])[C:7]2[CH:10]=[CH:11][C:12]([N+:14]([O-])=O)=[CH:13][C:6]=2[O:5][CH2:4][CH2:3]1. The product is [NH2:14][C:12]1[CH:11]=[CH:10][C:7]2[C:8](=[O:9])[N:2]([CH3:1])[CH2:3][CH2:4][O:5][C:6]=2[CH:13]=1. The yield is 0.840. The catalyst is [Pd].C(O)C.